From a dataset of HIV replication inhibition screening data with 41,000+ compounds from the AIDS Antiviral Screen. Binary Classification. Given a drug SMILES string, predict its activity (active/inactive) in a high-throughput screening assay against a specified biological target. The compound is CCOC(=O)C1=C(Nc2cccc(OC)c2)OCC1=O. The result is 0 (inactive).